This data is from Forward reaction prediction with 1.9M reactions from USPTO patents (1976-2016). The task is: Predict the product of the given reaction. Given the reactants CC1(C)[O:6][C@@H:5]([CH2:7][O:8][NH:9][C:10]([C:12]2[S:20][C:15]3=[CH:16][N:17]=[CH:18][CH:19]=[C:14]3[C:13]=2[NH:21][C:22]2[CH:27]=[CH:26][C:25]([Br:28])=[CH:24][C:23]=2[F:29])=[O:11])[CH2:4][O:3]1, predict the reaction product. The product is: [OH:6][C@H:5]([CH2:4][OH:3])[CH2:7][O:8][NH:9][C:10]([C:12]1[S:20][C:15]2=[CH:16][N:17]=[CH:18][CH:19]=[C:14]2[C:13]=1[NH:21][C:22]1[CH:27]=[CH:26][C:25]([Br:28])=[CH:24][C:23]=1[F:29])=[O:11].